This data is from Forward reaction prediction with 1.9M reactions from USPTO patents (1976-2016). The task is: Predict the product of the given reaction. Given the reactants [Cl:1][C:2]1[C:3]([C:18]2[S:19][C:20]([C:23]3[N:24]=[C:25]4[CH:30]=[CH:29][C:28]([C:31]([F:34])([F:33])[F:32])=[CH:27][N:26]4[CH:35]=3)=[N:21][N:22]=2)=[CH:4][C:5]([F:17])=[C:6]([CH:16]=1)[O:7][CH2:8][C:9]1([CH3:15])[CH2:13][O:12]C(=O)[NH:10]1, predict the reaction product. The product is: [ClH:1].[NH2:10][C:9]([CH3:15])([CH2:8][O:7][C:6]1[CH:16]=[C:2]([Cl:1])[C:3]([C:18]2[S:19][C:20]([C:23]3[N:24]=[C:25]4[CH:30]=[CH:29][C:28]([C:31]([F:33])([F:32])[F:34])=[CH:27][N:26]4[CH:35]=3)=[N:21][N:22]=2)=[CH:4][C:5]=1[F:17])[CH2:13][OH:12].